Dataset: Catalyst prediction with 721,799 reactions and 888 catalyst types from USPTO. Task: Predict which catalyst facilitates the given reaction. (1) Reactant: [F:1][C:2]1[CH:7]=[CH:6][C:5]([F:8])=[CH:4][C:3]=1[C:9]1[N:14]=[CH:13][C:12]([C:15]([OH:17])=O)=[CH:11][N:10]=1.C(N(C(C)C)CC)(C)C.[CH3:27][NH:28][S:29]([C:32]1[CH:33]=[C:34]([CH:37]=[CH:38][CH:39]=1)[CH2:35][NH2:36])(=[O:31])=[O:30]. Product: [CH3:27][NH:28][S:29]([C:32]1[CH:33]=[C:34]([CH:37]=[CH:38][CH:39]=1)[CH2:35][NH:36][C:15]([C:12]1[CH:13]=[N:14][C:9]([C:3]2[CH:4]=[C:5]([F:8])[CH:6]=[CH:7][C:2]=2[F:1])=[N:10][CH:11]=1)=[O:17])(=[O:30])=[O:31]. The catalyst class is: 3. (2) Reactant: [CH3:1][O:2][C:3](=[O:27])[C@@H:4]([NH:14][C:15](=[O:26])[C@@H:16]([NH:18]C(OC(C)(C)C)=O)[CH3:17])[CH2:5][C:6]1[CH:11]=[CH:10][C:9]([O:12][CH3:13])=[CH:8][CH:7]=1.[C:28]([OH:34])([C:30]([F:33])([F:32])[F:31])=[O:29]. Product: [F:31][C:30]([F:33])([F:32])[C:28]([OH:34])=[O:29].[CH3:1][O:2][C:3](=[O:27])[C@@H:4]([NH:14][C:15](=[O:26])[C@@H:16]([NH2:18])[CH3:17])[CH2:5][C:6]1[CH:7]=[CH:8][C:9]([O:12][CH3:13])=[CH:10][CH:11]=1. The catalyst class is: 4. (3) Reactant: [H-].[Na+].[OH:3][C@H:4]1[CH2:8][CH2:7][O:6][CH2:5]1.[CH:9]([CH:12]1[C:17]2[N:18]=[CH:19][NH:20][C:16]=2[CH2:15][CH2:14][N:13]1[C:21](OCC(Cl)(Cl)Cl)=[O:22])([CH3:11])[CH3:10]. Product: [CH:9]([CH:12]1[C:17]2[N:18]=[CH:19][NH:20][C:16]=2[CH2:15][CH2:14][N:13]1[C:21]([O:3][C@H:4]1[CH2:8][CH2:7][O:6][CH2:5]1)=[O:22])([CH3:11])[CH3:10]. The catalyst class is: 1. (4) Reactant: [N:1]1[CH:2]=[CH:3][N:4]2[C:9]=1[CH:8]=[CH:7][C:6]([NH:10][C@H:11]1[CH2:16][CH2:15][C@H:14]([OH:17])[CH2:13][CH2:12]1)=[N:5]2.[I:18]N1C(=O)CCC1=O.S([O-])([O-])(=O)=S.[Na+].[Na+].C(Cl)(Cl)Cl. Product: [I:18][C:3]1[N:4]2[N:5]=[C:6]([NH:10][C@H:11]3[CH2:12][CH2:13][C@H:14]([OH:17])[CH2:15][CH2:16]3)[CH:7]=[CH:8][C:9]2=[N:1][CH:2]=1. The catalyst class is: 9. (5) Reactant: [CH3:1][C:2]([N:4]([CH3:6])[CH3:5])=O.[CH3:1][C:2]([N:4]([CH3:6])[CH3:5])=O.[CH2:13]([C:15]1[C:35]([C:36]([NH2:38])=[O:37])=[C:18]2[NH:19][C:20]([C:24]3[CH:25]=[C:26]4[C:30](=[CH:31][CH:32]=3)[N:29]([CH2:33][CH3:34])[N:28]=[CH:27]4)=[CH:21][C:22](=[O:23])[N:17]2[N:16]=1)[CH3:14]. Product: [CH3:5][N:4]([CH3:6])[C:2](=[N:38][C:36]([C:35]1[C:15]([CH2:13][CH3:14])=[N:16][N:17]2[C:22](=[O:23])[CH:21]=[C:20]([C:24]3[CH:25]=[C:26]4[C:30](=[CH:31][CH:32]=3)[N:29]([CH2:33][CH3:34])[N:28]=[CH:27]4)[NH:19][C:18]=12)=[O:37])[CH3:1]. The catalyst class is: 3. (6) Reactant: [S:1]1[CH:5]=[CH:4][CH:3]=[C:2]1[CH2:6][CH2:7][NH:8][CH2:9][C:10]1[CH:11]=[C:12]2[C:16](=[CH:17][CH:18]=1)[N:15]([CH2:19][C:20]1[CH:28]=[CH:27][C:23]([C:24]([NH2:26])=[O:25])=[CH:22][CH:21]=1)[CH:14]=[CH:13]2.C(O)(=O)C.C([BH3-])#N.[Na+].[OH-].[Na+]. Product: [S:1]1[CH:5]=[CH:4][CH:3]=[C:2]1[CH2:6][CH2:7][NH:8][CH2:9][C:10]1[CH:11]=[C:12]2[C:16](=[CH:17][CH:18]=1)[N:15]([CH2:19][C:20]1[CH:21]=[CH:22][C:23]([C:24]([NH2:26])=[O:25])=[CH:27][CH:28]=1)[CH2:14][CH2:13]2. The catalyst class is: 809.